From a dataset of Full USPTO retrosynthesis dataset with 1.9M reactions from patents (1976-2016). Predict the reactants needed to synthesize the given product. (1) Given the product [F:30][C:28]1[CH:29]=[C:24]([C:23]2[N:19]([C:14]3[CH:13]=[CH:12][C:17]([F:18])=[CH:16][CH:15]=3)[N:20]=[C:21]([C:32]([O:34][CH2:35][CH3:36])=[O:33])[CH:22]=2)[CH:25]=[CH:26][CH:27]=1, predict the reactants needed to synthesize it. The reactants are: Cl.FC1C=CC(NN)=CC=1.Cl[C:12]1[CH:13]=[C:14]([N:19]2[C:23]([C:24]3[CH:29]=[C:28]([F:30])[CH:27]=[C:26](Cl)[CH:25]=3)=[CH:22][C:21]([C:32]([O:34][CH2:35][CH3:36])=[O:33])=[N:20]2)[CH:15]=[CH:16][C:17]=1[F:18]. (2) Given the product [Cl:7][C:8]1[N:9]=[CH:10][C:11]([N:1]2[CH2:6][CH2:5][O:4][CH2:3][CH2:2]2)=[CH:12][CH:13]=1, predict the reactants needed to synthesize it. The reactants are: [NH:1]1[CH2:6][CH2:5][O:4][CH2:3][CH2:2]1.[Cl:7][C:8]1[CH:13]=[CH:12][C:11](Br)=[CH:10][N:9]=1.CC(C)([O-])C.[Na+].